Task: Predict the reactants needed to synthesize the given product.. Dataset: Full USPTO retrosynthesis dataset with 1.9M reactions from patents (1976-2016) (1) Given the product [F:1][C:2]1[CH:3]=[CH:4][C:5]([CH2:8][N:9]2[C:17]([CH3:18])=[N:14][C:13]([S:15][CH3:16])=[N:12][C:10]2=[O:11])=[CH:6][CH:7]=1, predict the reactants needed to synthesize it. The reactants are: [F:1][C:2]1[CH:7]=[CH:6][C:5]([CH2:8][NH:9][C:10]([NH:12][C:13]([S:15][CH3:16])=[NH:14])=[O:11])=[CH:4][CH:3]=1.[C:17](OCC)(OCC)(OCC)[CH3:18]. (2) Given the product [CH3:1][O:2][C:3]1[CH:10]=[CH:9][C:6]([CH2:7][CH:16]2[C:17](=[O:18])[O:19][C:12]([CH3:20])([CH3:11])[O:13][C:14]2=[O:15])=[CH:5][CH:4]=1, predict the reactants needed to synthesize it. The reactants are: [CH3:1][O:2][C:3]1[CH:10]=[CH:9][C:6]([CH:7]=O)=[CH:5][CH:4]=1.[CH3:11][C:12]1([CH3:20])[O:19][C:17](=[O:18])[CH2:16][C:14](=[O:15])[O:13]1.[BH4-].[Na+]. (3) Given the product [F:1][C:2]1[CH:10]=[CH:9][CH:8]=[CH:7][C:3]=1[C:4]1[NH:19][C:22]2[CH:23]=[CH:24][CH:26]=[C:11]([CH3:13])[C:29]=2[N:30]=1, predict the reactants needed to synthesize it. The reactants are: [F:1][C:2]1[CH:10]=[CH:9][CH:8]=[CH:7][C:3]=1[C:4](O)=O.[C:11](Cl)([C:13](Cl)=O)=O.CC[N:19]([CH2:22][CH3:23])CC.[C:24](O[Na])([CH3:26])=O.[CH3:29][N:30](C=O)C. (4) Given the product [N+:19]([C:22]1[CH:27]=[CH:26][C:25]([C:2]2[CH:3]=[C:4]3[C:9](=[CH:10][CH:11]=2)[CH2:8][C:7](=[O:12])[CH2:6][CH2:5]3)=[CH:24][CH:23]=1)([O-:21])=[O:20], predict the reactants needed to synthesize it. The reactants are: Br[C:2]1[CH:3]=[C:4]2[C:9](=[CH:10][CH:11]=1)[CH2:8][C:7](=[O:12])[CH2:6][CH2:5]2.C(=O)([O-])[O-].[Cs+].[Cs+].[N+:19]([C:22]1[CH:27]=[CH:26][C:25](B(O)O)=[CH:24][CH:23]=1)([O-:21])=[O:20]. (5) Given the product [C:1]([NH:26][CH2:25][CH2:24][CH2:23][N:22]([CH3:27])[CH3:21])(=[O:20])[CH2:2][CH2:3][CH2:4][CH2:5][CH2:6][CH2:7][CH2:8][CH2:9][CH2:10][CH2:11][CH2:12][CH2:13][CH2:14][CH2:15][CH2:16][CH2:17][CH3:18], predict the reactants needed to synthesize it. The reactants are: [C:1]([OH:20])(=O)[CH2:2][CH2:3][CH2:4][CH2:5][CH2:6][CH2:7][CH2:8][CH2:9][CH2:10][CH2:11][CH2:12][CH2:13][CH2:14][CH2:15][CH2:16][CH2:17][CH3:18].[CH3:21][N:22]([CH3:27])[CH2:23][CH2:24][CH2:25][NH2:26].[BH4-].[Na+].